Dataset: Catalyst prediction with 721,799 reactions and 888 catalyst types from USPTO. Task: Predict which catalyst facilitates the given reaction. (1) Reactant: [Br:1][C:2]1[CH:3]=[CH:4][C:5]([F:19])=[C:6]([CH:8]=[C:9]2[C:13]([CH3:15])([CH3:14])[O:12][C:11]([CH3:17])([CH3:16])[C:10]2=[O:18])[CH:7]=1.[OH:20]O.[OH-].[Li+]. Product: [Br:1][C:2]1[CH:3]=[CH:4][C:5]([F:19])=[C:6]([CH:8]2[C:9]3([C:10](=[O:18])[C:11]([CH3:17])([CH3:16])[O:12][C:13]3([CH3:14])[CH3:15])[O:20]2)[CH:7]=1. The catalyst class is: 5. (2) Reactant: Cl[C:2]([O:4]CC)=[O:3].[CH3:7][O:8][C:9]1[CH:10]=[CH:11][C:12]2[CH:13]([CH2:21][CH3:22])[CH:14]3[CH2:18][NH:17][CH2:16][CH:15]3[C:19]=2[CH:20]=1. Product: [CH2:16]([NH:17][C:2](=[O:3])[O-:4])[CH3:15].[CH3:7][O:8][C:9]1[CH:10]=[CH:11][C:12]2[CH:13]([CH2:21][CH3:22])[CH:14]3[CH2:18][NH:17][CH2:16][CH:15]3[C:19]=2[CH:20]=1. The catalyst class is: 2. (3) Reactant: [H-].[Na+].[C:3]([O:10][CH3:11])(=[O:9])[CH2:4][C:5]([O:7][CH3:8])=[O:6].F[C:13]1[CH:18]=[CH:17][C:16]([N+:19]([O-:21])=[O:20])=[C:15]([O:22][CH3:23])[CH:14]=1. Product: [CH3:23][O:22][C:15]1[CH:14]=[C:13]([CH:4]([C:3]([O:10][CH3:11])=[O:9])[C:5]([O:7][CH3:8])=[O:6])[CH:18]=[CH:17][C:16]=1[N+:19]([O-:21])=[O:20]. The catalyst class is: 3. (4) Reactant: [F:1][C:2]1[CH:24]=[CH:23][CH:22]=[CH:21][C:3]=1[CH2:4][O:5][C:6]1[C:7]2[N:8]([C:12]([C:16]([O:18]CC)=[O:17])=[C:13]([CH3:15])[N:14]=2)[CH:9]=[CH:10][CH:11]=1.C1COCC1.[OH-].[Na+]. Product: [F:1][C:2]1[CH:24]=[CH:23][CH:22]=[CH:21][C:3]=1[CH2:4][O:5][C:6]1[C:7]2[N:8]([C:12]([C:16]([OH:18])=[O:17])=[C:13]([CH3:15])[N:14]=2)[CH:9]=[CH:10][CH:11]=1. The catalyst class is: 8.